This data is from Retrosynthesis with 50K atom-mapped reactions and 10 reaction types from USPTO. The task is: Predict the reactants needed to synthesize the given product. (1) The reactants are: CN1CCNCC1.O=C(O)CNC1=NC(=O)S/C1=C\C1CCN(Cc2ccc(C(F)(F)F)cc2C(F)(F)F)CC1. Given the product CN1CCN(C(=O)CNC2=NC(=O)S/C2=C\C2CCN(Cc3ccc(C(F)(F)F)cc3C(F)(F)F)CC2)CC1, predict the reactants needed to synthesize it. (2) The reactants are: Nc1cc(Cl)cnc1Sc1ccncc1.O=S(=O)(Cl)c1ccc(Cl)c(C(F)(F)F)c1. Given the product O=S(=O)(Nc1cc(Cl)cnc1Sc1ccncc1)c1ccc(Cl)c(C(F)(F)F)c1, predict the reactants needed to synthesize it. (3) Given the product O=[N+]([O-])c1ccc(OCc2cscn2)cc1, predict the reactants needed to synthesize it. The reactants are: ClCc1cscn1.O=[N+]([O-])c1ccc(O)cc1. (4) Given the product Cc1ccc(N2C(=O)c3cccc4c(Nc5ccc6c7c(cc(=O)n6C)-c6ccccc6C(=O)c57)ccc(c34)C2=O)c(C)c1, predict the reactants needed to synthesize it. The reactants are: Cc1ccc(N2C(=O)c3cccc4c(N)ccc(c34)C2=O)c(C)c1.Cn1c(=O)cc2c3c(c(Br)ccc31)C(=O)c1ccccc1-2. (5) Given the product Cn1cc(Br)cc1C(=O)N[C@]1(c2ccc(OC(F)(F)F)c(F)c2)CCOc2cccnc21, predict the reactants needed to synthesize it. The reactants are: CI.O=C(N[C@]1(c2ccc(OC(F)(F)F)c(F)c2)CCOc2cccnc21)c1cc(Br)c[nH]1.